Dataset: Reaction yield outcomes from USPTO patents with 853,638 reactions. Task: Predict the reaction yield, written as a fraction of the theoretical maximum amount of product (1.0 means a 100% yield; for example, 0.34 means a 34% yield). (1) The reactants are Br[C:2]1[CH:3]=[C:4]([CH:13]=[CH:14][CH:15]=1)[C:5]([C:7]1[CH:12]=[CH:11][CH:10]=[CH:9][CH:8]=1)=[O:6].C(N(CC)CC)C.C1(C)C=CC=CC=1.[C:30]([O:34][CH3:35])(=[O:33])[CH:31]=[CH2:32]. The catalyst is C([O-])(=O)C.[Pd+2].C([O-])(=O)C.C1(C)C=CC=CC=1P(C1C=CC=CC=1C)C1C=CC=CC=1C.O. The product is [C:5]([C:4]1[CH:3]=[C:2]([CH:15]=[CH:14][CH:13]=1)[CH:32]=[CH:31][C:30]([O:34][CH3:35])=[O:33])(=[O:6])[C:7]1[CH:8]=[CH:9][CH:10]=[CH:11][CH:12]=1. The yield is 0.910. (2) The reactants are Cl[C:2]1[CH:7]=[C:6]([N:8]2[CH2:13][CH2:12][O:11][CH2:10][CH2:9]2)[N:5]2[N:14]=[C:15]([CH3:17])[CH:16]=[C:4]2[N:3]=1.O.[NH2:19][NH2:20]. The catalyst is O1CCOCC1.O. The product is [CH3:17][C:15]1[CH:16]=[C:4]2[N:3]=[C:2]([NH:19][NH2:20])[CH:7]=[C:6]([N:8]3[CH2:13][CH2:12][O:11][CH2:10][CH2:9]3)[N:5]2[N:14]=1. The yield is 0.510. (3) The reactants are [CH:1]1([CH2:4][C@@H:5]2[NH:10][C:9](=[O:11])[C@H:8]([CH2:12][CH:13]([CH3:15])[CH3:14])[NH:7][CH2:6]2)[CH2:3]C1.[F:16][C:17]1[CH:22]=[CH:21][C:20]([C:23]2[O:27][N:26]=[C:25]([CH:28]=O)[CH:24]=2)=[CH:19][CH:18]=1.C([C@@H]1N(CC2C=C(C3C=CC=CC=3)ON=2)C[C@H](CC(C)C)NC1=O)C(C)C. No catalyst specified. The product is [CH:4]1([C@@H:5]2[NH:10][C:9](=[O:11])[C@H:8]([CH2:12][CH:13]([CH3:14])[CH3:15])[N:7]([CH2:28][C:25]3[CH:24]=[C:23]([C:20]4[CH:21]=[CH:22][C:17]([F:16])=[CH:18][CH:19]=4)[O:27][N:26]=3)[CH2:6]2)[CH2:1][CH2:3]1. The yield is 0.520.